This data is from Catalyst prediction with 721,799 reactions and 888 catalyst types from USPTO. The task is: Predict which catalyst facilitates the given reaction. (1) Reactant: [CH:1]1([NH:7][C:8]2[N:13]=[C:12]([C:14]3[C:22]4[C:17](=[N:18][CH:19]=[CH:20][CH:21]=4)[NH:16][CH:15]=3)[CH:11]=[CH:10][N:9]=2)[CH2:6][CH2:5][CH2:4][CH2:3][CH2:2]1.[H-].[Na+].Cl.[CH3:26][N:27]([CH3:31])[CH2:28][CH2:29]Cl. Product: [CH:1]1([NH:7][C:8]2[N:13]=[C:12]([C:14]3[C:22]4[C:17](=[N:18][CH:19]=[CH:20][CH:21]=4)[N:16]([CH2:29][CH2:28][N:27]([CH3:31])[CH3:26])[CH:15]=3)[CH:11]=[CH:10][N:9]=2)[CH2:2][CH2:3][CH2:4][CH2:5][CH2:6]1. The catalyst class is: 3. (2) Reactant: [N:1]1[C:2]([C:10]([OH:12])=O)=[CH:3][N:4]2[CH:9]=[CH:8][CH:7]=[CH:6][C:5]=12.[Cl:13][C:14]1[CH:23]=[C:22]2[C:17]([C:18]([N:24]3[CH2:29][CH2:28][N:27]([CH2:30][CH2:31][CH2:32][CH2:33][NH2:34])[CH2:26][CH2:25]3)=[CH:19][CH:20]=[N:21]2)=[CH:16][CH:15]=1. Product: [Cl:13][C:14]1[CH:23]=[C:22]2[C:17]([C:18]([N:24]3[CH2:25][CH2:26][N:27]([CH2:30][CH2:31][CH2:32][CH2:33][NH:34][C:10]([C:2]4[N:1]=[C:5]5[CH:6]=[CH:7][CH:8]=[CH:9][N:4]5[CH:3]=4)=[O:12])[CH2:28][CH2:29]3)=[CH:19][CH:20]=[N:21]2)=[CH:16][CH:15]=1. The catalyst class is: 147.